This data is from Rat liver microsome stability data. The task is: Regression/Classification. Given a drug SMILES string, predict its absorption, distribution, metabolism, or excretion properties. Task type varies by dataset: regression for continuous measurements (e.g., permeability, clearance, half-life) or binary classification for categorical outcomes (e.g., BBB penetration, CYP inhibition). Dataset: rlm. (1) The molecule is Cc1ccc(S(=O)(=O)Nc2cc(Br)ccc2C(=O)Nc2nc(-c3ccccc3)cs2)cc1. The result is 1 (stable in rat liver microsomes). (2) The molecule is CC(C)c1cc(C(C)C)c(CC(=O)NS(=O)(=O)Oc2c(C(C)C)cccc2C(C)C)c(C(C)C)c1. The result is 1 (stable in rat liver microsomes). (3) The molecule is NC1CN(c2ncccn2)CC1c1ccc(Cl)cc1Cl. The result is 0 (unstable in rat liver microsomes). (4) The compound is COc1cc(-c2cn[nH]c2)cc2c(O)nc([C@H](N)Cc3cccc(F)c3)nc12. The result is 0 (unstable in rat liver microsomes). (5) The molecule is CCOc1cc(NC(=O)C2(NC(=O)c3ccc4c(C5CCCC5)c(-c5ncc(Cl)cn5)n(C)c4c3)CCC2)ccc1C=CC(=O)OCOP(=O)(O)O. The result is 1 (stable in rat liver microsomes). (6) The result is 1 (stable in rat liver microsomes). The molecule is Cn1cc(S(=O)(=O)N2CCCCCC2)cc1C(=O)Nc1ccc(Cl)c(C(F)(F)F)c1. (7) The molecule is Nc1c(-c2ccccc2)ccnc1O. The result is 0 (unstable in rat liver microsomes).